Dataset: Peptide-MHC class I binding affinity with 185,985 pairs from IEDB/IMGT. Task: Regression. Given a peptide amino acid sequence and an MHC pseudo amino acid sequence, predict their binding affinity value. This is MHC class I binding data. (1) The binding affinity (normalized) is 0.517. The MHC is HLA-A02:03 with pseudo-sequence HLA-A02:03. The peptide sequence is ALNATDPGA. (2) The peptide sequence is LSPQQICSNFK. The MHC is H-2-Kb with pseudo-sequence H-2-Kb. The binding affinity (normalized) is 0. (3) The peptide sequence is KPYYPEHLV. The MHC is Patr-B1301 with pseudo-sequence Patr-B1301. The binding affinity (normalized) is 0.391. (4) The peptide sequence is VLIVMLLFA. The MHC is HLA-A02:03 with pseudo-sequence HLA-A02:03. The binding affinity (normalized) is 0.439. (5) The peptide sequence is KAEMQLKIDK. The MHC is HLA-A11:01 with pseudo-sequence HLA-A11:01. The binding affinity (normalized) is 0.554. (6) The peptide sequence is YVADALAAF. The MHC is HLA-A23:01 with pseudo-sequence HLA-A23:01. The binding affinity (normalized) is 0.135. (7) The peptide sequence is NPQGERRAF. The MHC is HLA-B51:01 with pseudo-sequence HLA-B51:01. The binding affinity (normalized) is 0.213.